This data is from Full USPTO retrosynthesis dataset with 1.9M reactions from patents (1976-2016). The task is: Predict the reactants needed to synthesize the given product. (1) The reactants are: [Cl:1][C:2]1[CH:3]=[C:4]([N:9]2[C@@H:16]3[C@@H:11]([CH2:12][CH2:13][NH:14][CH2:15]3)[CH2:10]2)[CH:5]=[N:6][C:7]=1[Cl:8].O.[CH3:18][C:19]1[CH:24]=[CH:23][C:22]([S:25]([OH:28])(=[O:27])=[O:26])=[CH:21][CH:20]=1. Given the product [CH3:18][C:19]1[CH:20]=[CH:21][C:22]([S:25]([OH:28])(=[O:27])=[O:26])=[CH:23][CH:24]=1.[Cl:1][C:2]1[CH:3]=[C:4]([N:9]2[C@@H:16]3[C@@H:11]([CH2:12][CH2:13][NH:14][CH2:15]3)[CH2:10]2)[CH:5]=[N:6][C:7]=1[Cl:8], predict the reactants needed to synthesize it. (2) Given the product [CH2:20]([C:3]1[C:2](=[O:28])[NH:7][N:6]=[C:5]([CH2:8][C:9]2[CH:10]=[CH:11][C:12]([F:17])=[C:23]([CH:16]=2)[C:24]([OH:26])=[O:25])[CH:4]=1)[CH3:21], predict the reactants needed to synthesize it. The reactants are: Cl[C:2]1[N:7]=[N:6][C:5]([CH:8](C#N)[C:9]2[CH:10]=[CH:11][C:12]([F:17])=C([CH:16]=2)C#N)=[CH:4][C:3]=1[CH2:20][CH3:21].Cl.[CH3:23][C:24]([O-:26])=[O:25].[Na+].[OH-:28].[Na+]. (3) Given the product [CH3:17][C@H:9]1[CH2:10][CH2:11][CH2:12][C@H:13]([CH:14]=[CH:15][CH3:16])[NH:8]1, predict the reactants needed to synthesize it. The reactants are: C([N:8]1[C@@H:13]([CH:14]=[CH:15][CH3:16])[CH2:12][CH2:11][CH2:10][C@@H:9]1[CH3:17])(OC(C)(C)C)=O. (4) Given the product [CH:25]1([C:28]2[N:29]=[CH:30][N:31]([C:13]3[C:12]([CH3:19])=[C:7]4[C:8]5[C:3]([CH2:4][CH2:5][N:6]4[C:16](=[O:17])[CH2:15][N:14]=3)=[C:2]([I:1])[CH:11]=[CH:10][CH:9]=5)[CH:32]=2)[CH2:27][CH2:26]1, predict the reactants needed to synthesize it. The reactants are: [I:1][C:2]1[CH:11]=[CH:10][CH:9]=[C:8]2[C:3]=1[CH2:4][CH2:5][N:6]1[C:16](=[O:17])[CH2:15][NH:14][C:13](=O)[C:12]([CH3:19])=[C:7]12.O=P(Cl)(Cl)Cl.[CH:25]1([C:28]2[N:29]=[CH:30][NH:31][CH:32]=2)[CH2:27][CH2:26]1.N1C=CC=CC=1. (5) Given the product [C:34]([CH2:33][C:9]1([N:11]2[CH:15]=[C:14]([C:16]3[C:17]4[CH:24]=[CH:23][N:22]([CH2:25][O:26][CH2:27][CH2:28][Si:29]([CH3:31])([CH3:30])[CH3:32])[C:18]=4[N:19]=[CH:20][N:21]=3)[CH:13]=[N:12]2)[CH2:8][CH:7]([N:1]2[CH2:2][CH2:3][N:4]([C:47]([NH:46][CH:41]([C:40]([F:39])([F:50])[F:49])[C:42]([F:44])([F:43])[F:45])=[O:48])[CH2:5][CH2:6]2)[CH2:10]1)#[N:35], predict the reactants needed to synthesize it. The reactants are: [N:1]1([CH:7]2[CH2:10][C:9]([CH2:33][C:34]#[N:35])([N:11]3[CH:15]=[C:14]([C:16]4[C:17]5[CH:24]=[CH:23][N:22]([CH2:25][O:26][CH2:27][CH2:28][Si:29]([CH3:32])([CH3:31])[CH3:30])[C:18]=5[N:19]=[CH:20][N:21]=4)[CH:13]=[N:12]3)[CH2:8]2)[CH2:6][CH2:5][NH:4][CH2:3][CH2:2]1.C(Cl)Cl.[F:39][C:40]([F:50])([F:49])[CH:41]([N:46]=[C:47]=[O:48])[C:42]([F:45])([F:44])[F:43].C1(C)C=CC=C(C)C=1.C(N(CC)C(C)C)(C)C.